Predict the reaction yield, written as a fraction of the theoretical maximum amount of product (1.0 means a 100% yield; for example, 0.34 means a 34% yield). From a dataset of Reaction yield outcomes from USPTO patents with 853,638 reactions. The reactants are [N+:1]([C:4]1[CH:9]=[CH:8][CH:7]=[C:6]([N+:10]([O-])=O)[C:5]=1[NH:13][CH2:14][CH:15]([OH:21])[CH2:16][C:17]([O:19][CH3:20])=[O:18])([O-])=O. The catalyst is [Pd].O1CCCC1. The product is [NH2:1][C:4]1[CH:9]=[CH:8][CH:7]=[C:6]([NH2:10])[C:5]=1[NH:13][CH2:14][CH:15]([OH:21])[CH2:16][C:17]([O:19][CH3:20])=[O:18]. The yield is 0.990.